Dataset: TCR-epitope binding with 47,182 pairs between 192 epitopes and 23,139 TCRs. Task: Binary Classification. Given a T-cell receptor sequence (or CDR3 region) and an epitope sequence, predict whether binding occurs between them. (1) The TCR CDR3 sequence is CASSQRENTEAFF. The epitope is ATVVIGTSK. Result: 0 (the TCR does not bind to the epitope). (2) The epitope is KLNVGDYFV. The TCR CDR3 sequence is CSAETGAGNYGYTF. Result: 1 (the TCR binds to the epitope). (3) The TCR CDR3 sequence is CASSLYAGASEKLFF. Result: 0 (the TCR does not bind to the epitope). The epitope is SEVGPEHSLAEY. (4) The epitope is SEVGPEHSLAEY. The TCR CDR3 sequence is CASSPQWNPNEQFF. Result: 1 (the TCR binds to the epitope). (5) The epitope is EIYKRWII. The TCR CDR3 sequence is CASRDRGLGQPQHF. Result: 0 (the TCR does not bind to the epitope). (6) The epitope is YVLDHLIVV. The TCR CDR3 sequence is CASSPGGGAFF. Result: 0 (the TCR does not bind to the epitope). (7) The epitope is LLSAGIFGA. The TCR CDR3 sequence is CASSLHRGYLNEQFF. Result: 0 (the TCR does not bind to the epitope).